This data is from Full USPTO retrosynthesis dataset with 1.9M reactions from patents (1976-2016). The task is: Predict the reactants needed to synthesize the given product. (1) Given the product [C:12]([N:8]1[C:6]2[N:7]=[C:2]([NH:1][C:4](=[O:31])[CH3:5])[NH:3][C:4](=[O:31])[C:5]=2[C:10]([CH2:11][CH2:12][O:13][Si:14]([C:27]([CH3:28])([CH3:30])[CH3:29])([C:21]2[CH:26]=[CH:25][CH:24]=[CH:23][CH:22]=2)[C:15]2[CH:20]=[CH:19][CH:18]=[CH:17][CH:16]=2)=[CH:9]1)(=[O:13])[CH3:11], predict the reactants needed to synthesize it. The reactants are: [NH2:1][C:2]1[NH:3][C:4](=[O:31])[C:5]2[C:10]([CH2:11][CH2:12][O:13][Si:14]([C:27]([CH3:30])([CH3:29])[CH3:28])([C:21]3[CH:26]=[CH:25][CH:24]=[CH:23][CH:22]=3)[C:15]3[CH:20]=[CH:19][CH:18]=[CH:17][CH:16]=3)=[CH:9][NH:8][C:6]=2[N:7]=1. (2) Given the product [CH:28]1([C:34]([NH:1][C:2]2[CH:7]=[CH:6][C:5]([C:8]3[CH:13]=[CH:12][CH:11]=[C:10]([CH2:14][N:15]([CH3:27])[C:16](=[O:26])[CH2:17][NH:18][C:19](=[O:25])[O:20][C:21]([CH3:23])([CH3:24])[CH3:22])[CH:9]=3)=[CH:4][CH:3]=2)=[O:35])[CH2:33][CH2:32][CH2:31][CH2:30][CH2:29]1, predict the reactants needed to synthesize it. The reactants are: [NH2:1][C:2]1[CH:7]=[CH:6][C:5]([C:8]2[CH:13]=[CH:12][CH:11]=[C:10]([CH2:14][N:15]([CH3:27])[C:16](=[O:26])[CH2:17][NH:18][C:19](=[O:25])[O:20][C:21]([CH3:24])([CH3:23])[CH3:22])[CH:9]=2)=[CH:4][CH:3]=1.[CH:28]1([C:34](Cl)=[O:35])[CH2:33][CH2:32][CH2:31][CH2:30][CH2:29]1.O.